From a dataset of TCR-epitope binding with 47,182 pairs between 192 epitopes and 23,139 TCRs. Binary Classification. Given a T-cell receptor sequence (or CDR3 region) and an epitope sequence, predict whether binding occurs between them. The epitope is QECVRGTTVL. The TCR CDR3 sequence is CSIWVASGNGEQYF. Result: 0 (the TCR does not bind to the epitope).